This data is from Forward reaction prediction with 1.9M reactions from USPTO patents (1976-2016). The task is: Predict the product of the given reaction. (1) Given the reactants [NH2:1][C:2]1[CH:3]=[C:4]([CH:10]=[CH:11][C:12]=1[N:13]([CH2:17][CH:18]([CH3:20])[CH3:19])[CH2:14][CH2:15][CH3:16])[C:5]([O:7][CH2:8][CH3:9])=[O:6].C(N(CC)CC)C.[CH3:28][S:29](Cl)(=[O:31])=[O:30], predict the reaction product. The product is: [CH2:8]([O:7][C:5](=[O:6])[C:4]1[CH:10]=[CH:11][C:12]([N:13]([CH2:17][CH:18]([CH3:20])[CH3:19])[CH2:14][CH2:15][CH3:16])=[C:2]([NH:1][S:29]([CH3:28])(=[O:31])=[O:30])[CH:3]=1)[CH3:9]. (2) Given the reactants [F:1][C:2]1[N:7]=[C:6]([NH2:8])[CH:5]=[CH:4][CH:3]=1.[CH3:9][C:10]([CH3:15])([CH3:14])[C:11](Cl)=[O:12], predict the reaction product. The product is: [F:1][C:2]1[N:7]=[C:6]([NH:8][C:11](=[O:12])[C:10]([CH3:15])([CH3:14])[CH3:9])[CH:5]=[CH:4][CH:3]=1. (3) Given the reactants [Cl:1][C:2]1[C:9]([Cl:10])=[CH:8][CH:7]=[C:6](F)[C:3]=1[CH:4]=O.[C:12]([O:16][CH3:17])(=[O:15])[CH2:13][SH:14].C(=O)([O-])[O-].[K+].[K+].CN(C)C=O, predict the reaction product. The product is: [Cl:1][C:2]1[C:3]2[CH:4]=[C:13]([C:12]([O:16][CH3:17])=[O:15])[S:14][C:6]=2[CH:7]=[CH:8][C:9]=1[Cl:10]. (4) Given the reactants [CH3:1][C:2]([CH3:7])([CH3:6])[C:3](Cl)=[O:4].N1C=CC=CC=1.[Br:14][C:15]1[C:24]([CH:25]([O:28][C:29]([CH3:35])([CH3:34])[C:30]([F:33])([F:32])[F:31])[CH2:26][OH:27])=[C:23]([CH3:36])[CH:22]=[C:21]2[C:16]=1[CH:17]=[CH:18][CH:19]=[N:20]2, predict the reaction product. The product is: [C:3]([O:27][CH2:26][CH:25]([C:24]1[C:15]([Br:14])=[C:16]2[C:21](=[CH:22][C:23]=1[CH3:36])[N:20]=[CH:19][CH:18]=[CH:17]2)[O:28][C:29]([CH3:35])([CH3:34])[C:30]([F:31])([F:33])[F:32])(=[O:4])[C:2]([CH3:7])([CH3:6])[CH3:1].